This data is from Forward reaction prediction with 1.9M reactions from USPTO patents (1976-2016). The task is: Predict the product of the given reaction. (1) Given the reactants [C:1]1([CH2:7][N:8]2[CH2:13][CH2:12][O:11][CH:10]([C:14]([OH:16])=O)[CH2:9]2)[CH:6]=[CH:5][CH:4]=[CH:3][CH:2]=1.C(Cl)(=O)C(Cl)=O.[NH2:23][CH2:24][C:25]([C:27]1[CH:32]=[CH:31][C:30]([Cl:33])=[CH:29][CH:28]=1)=[O:26].C(N(CC)CC)C, predict the reaction product. The product is: [Cl:33][C:30]1[CH:29]=[CH:28][C:27]([C:25](=[O:26])[CH2:24][NH:23][C:14]([CH:10]2[O:11][CH2:12][CH2:13][N:8]([CH2:7][C:1]3[CH:2]=[CH:3][CH:4]=[CH:5][CH:6]=3)[CH2:9]2)=[O:16])=[CH:32][CH:31]=1. (2) Given the reactants [N:1]1[CH:6]=[CH:5][C:4]([N:7]2[CH:12]=[CH:11][C:10](=[O:13])[C:9]([C:14]3[N:15]([C:19]4[CH:24]=[CH:23][CH:22]=[C:21]([C:25]#[C:26][Si](C)(C)C)[CH:20]=4)[N:16]=[CH:17][CH:18]=3)=[N:8]2)=[CH:3][CH:2]=1.CCCC[N+](CCCC)(CCCC)CCCC.O.O.O.[F-], predict the reaction product. The product is: [C:25]([C:21]1[CH:20]=[C:19]([N:15]2[C:14]([C:9]3[C:10](=[O:13])[CH:11]=[CH:12][N:7]([C:4]4[CH:3]=[CH:2][N:1]=[CH:6][CH:5]=4)[N:8]=3)=[CH:18][CH:17]=[N:16]2)[CH:24]=[CH:23][CH:22]=1)#[CH:26]. (3) Given the reactants Br[C:2]12[CH2:11][CH:6]3[CH2:7][CH:8]([CH2:10][C:4](Br)([CH2:5]3)[CH2:3]1)[CH2:9]2.[Br-:13].[Al+3].[Br-:15].[Br-].[Br:17][C:18]1[CH:23]=[CH:22][CH:21]=[C:20]([Br:24])[CH:19]=1.Br, predict the reaction product. The product is: [Br:17][C:18]1[CH:23]=[C:22]([C:2]23[CH2:11][CH:6]4[CH2:7][CH:8]([CH2:10][C:4]([C:2]5[CH:11]=[C:6]([Br:13])[CH:5]=[C:4]([Br:15])[CH:3]=5)([CH2:5]4)[CH2:3]2)[CH2:9]3)[CH:21]=[C:20]([Br:24])[CH:19]=1. (4) Given the reactants [NH2:1][C:2]1[CH:7]=[CH:6][C:5]([C:8]2[C:14]3[CH:15]=[C:16]([O:19][CH3:20])[CH:17]=[CH:18][C:13]=3[CH2:12][C@H:11]([CH3:21])[N:10]([C:22]([NH:24][CH3:25])=[O:23])[N:9]=2)=[CH:4][CH:3]=1.[Cl:26][CH2:27][CH2:28][O:29][CH2:30][C:31](Cl)=[O:32].O.C(=O)(O)[O-].[Na+], predict the reaction product. The product is: [Cl:26][CH2:27][CH2:28][O:29][CH2:30][C:31]([NH:1][C:2]1[CH:7]=[CH:6][C:5]([C:8]2[C:14]3[CH:15]=[C:16]([O:19][CH3:20])[CH:17]=[CH:18][C:13]=3[CH2:12][C@H:11]([CH3:21])[N:10]([C:22]([NH:24][CH3:25])=[O:23])[N:9]=2)=[CH:4][CH:3]=1)=[O:32].